Dataset: Forward reaction prediction with 1.9M reactions from USPTO patents (1976-2016). Task: Predict the product of the given reaction. (1) Given the reactants Cl[S:2]([C:5]1[CH:14]=[CH:13][C:12]2[NH:11][C:10](=[O:15])[C:9]3[NH:16][CH:17]=[C:18]([C:19]([OH:21])=[O:20])[C:8]=3[C:7]=2[CH:6]=1)(=[O:4])=[O:3].[CH:22]1([NH2:29])[CH2:28][CH2:27][CH2:26][CH2:25][CH2:24][CH2:23]1, predict the reaction product. The product is: [CH:22]1([NH:29][S:2]([C:5]2[CH:14]=[CH:13][C:12]3[NH:11][C:10](=[O:15])[C:9]4[NH:16][CH:17]=[CH:18][C:8]=4[C:7]=3[CH:6]=2)(=[O:3])=[O:4])[CH2:28][CH2:27][CH2:26][CH2:25][CH2:24][CH2:23]1.[CH2:18]([C:19]([O-:21])=[O:20])[CH3:17]. (2) Given the reactants Br[C:2]1[CH:3]=[CH:4][C:5]2[C:11]3[S:12][C:13]([C:15]([N:17]([C:19]4[CH:20]=[C:21]([CH:37]=[CH:38][C:39]=4[Cl:40])[C:22]([N:24]4[CH2:29][CH2:28][N:27]([C:30]([O:32][C:33]([CH3:36])([CH3:35])[CH3:34])=[O:31])[CH2:26][CH2:25]4)=[O:23])[CH3:18])=[O:16])=[CH:14][C:10]=3[CH2:9][CH2:8][O:7][C:6]=2[CH:41]=1.CC1(C)C2C(=C(P(C3C=CC=CC=3)C3C=CC=CC=3)C=CC=2)[O:63][C:45]2C(P(C3C=CC=CC=3)C3C=CC=CC=3)=CC=CC1=2.[CH3:84][S:85]([CH2:88][CH2:89][NH2:90])(=[O:87])=[O:86].Cl.C([O-])([O-])=O.[Na+].[Na+], predict the reaction product. The product is: [Cl:40][C:39]1[CH:38]=[CH:37][C:21]([C:22]([N:24]2[CH2:25][CH2:26][N:27]([C:30]([O:32][C:33]([CH3:36])([CH3:35])[CH3:34])=[O:31])[CH2:28][CH2:29]2)=[O:23])=[CH:20][C:19]=1[N:17]([CH3:18])[C:15]([C:13]1[S:12][C:11]2[C:5]3[CH:4]=[CH:3][C:2]([C:45](=[O:63])[NH:90][CH2:89][CH2:88][S:85]([CH3:84])(=[O:87])=[O:86])=[CH:41][C:6]=3[O:7][CH2:8][CH2:9][C:10]=2[CH:14]=1)=[O:16]. (3) Given the reactants [CH:1]1([C:4]([N:6](C)C)=[CH2:5])[CH2:3][CH2:2]1.[F:9][C:10]([F:23])([F:22])[C:11]1[CH:21]=[CH:20][CH:19]=[CH:18][C:12]=1[C:13]([N:15]=[C:16]=[O:17])=O.C([O-])(=O)C.[NH4+].C(O)(=O)C, predict the reaction product. The product is: [CH:1]1([C:4]2[N:6]=[C:13]([C:12]3[CH:18]=[CH:19][CH:20]=[CH:21][C:11]=3[C:10]([F:23])([F:22])[F:9])[NH:15][C:16](=[O:17])[CH:5]=2)[CH2:3][CH2:2]1. (4) Given the reactants [Cl:1][C:2]1[CH:7]=[C:6]([F:8])[CH:5]=[CH:4][C:3]=1[O:9][CH3:10].[Li]CCCC.[C:16](=[O:18])=[O:17], predict the reaction product. The product is: [Cl:1][C:2]1[C:3]([O:9][CH3:10])=[CH:4][CH:5]=[C:6]([F:8])[C:7]=1[C:16]([OH:18])=[O:17]. (5) Given the reactants O=[C:2]1[C@@H:11]([NH:12][C:13](=[O:22])[O:14][CH2:15][C:16]2[CH:21]=[CH:20][CH:19]=[CH:18][CH:17]=2)[CH2:10][C:9]2[C:4](=[CH:5][CH:6]=[C:7]([O:23][C:24]3[CH:29]=[CH:28][CH:27]=[C:26]([C:30]([F:33])([F:32])[F:31])[CH:25]=3)[CH:8]=2)[NH:3]1.COC1C=CC(P2(SP(C3C=CC(OC)=CC=3)(=S)S2)=[S:43])=CC=1, predict the reaction product. The product is: [S:43]=[C:2]1[C@@H:11]([NH:12][C:13](=[O:22])[O:14][CH2:15][C:16]2[CH:21]=[CH:20][CH:19]=[CH:18][CH:17]=2)[CH2:10][C:9]2[C:4](=[CH:5][CH:6]=[C:7]([O:23][C:24]3[CH:29]=[CH:28][CH:27]=[C:26]([C:30]([F:33])([F:32])[F:31])[CH:25]=3)[CH:8]=2)[NH:3]1. (6) Given the reactants [NH2:1][CH:2]1[CH2:7][CH2:6][N:5]([CH3:8])[CH2:4][CH2:3]1.[S:9]1[C:13]2[CH:14]=[CH:15][CH:16]=[CH:17][C:12]=2[N:11]=[C:10]1[CH:18]([C:20]1[CH:25]=[CH:24][CH:23]=[C:22]([O:26][CH2:27][CH2:28][CH2:29][CH3:30])[CH:21]=1)O.[Na].[C:32]([O-:37])(=[O:36])[C:33]([O-:35])=[O:34], predict the reaction product. The product is: [C:32]([OH:37])(=[O:36])[C:33]([OH:35])=[O:34].[S:9]1[C:13]2[CH:14]=[CH:15][CH:16]=[CH:17][C:12]=2[N:11]=[C:10]1[CH:18]([NH:1][CH:2]1[CH2:7][CH2:6][N:5]([CH3:8])[CH2:4][CH2:3]1)[C:20]1[CH:25]=[CH:24][CH:23]=[C:22]([O:26][CH2:27][CH2:28][CH2:29][CH3:30])[CH:21]=1. (7) Given the reactants [C:1](=[O:4])([O-])[O-:2].[K+].[K+].[Cl:7][C:8]1[C:16]([Cl:17])=[C:15]2[C:11]([CH2:12][C:13]([CH3:20])([CH3:19])[C:14]2=O)=[CH:10][C:9]=1O.BrC[C:24]1[CH:31]=[CH:30][C:27]([C:28]#[N:29])=[CH:26][CH:25]=1, predict the reaction product. The product is: [Cl:7][C:8]1[C:16]([Cl:17])=[C:15]2[C:11]([CH2:12][C:13]([CH3:20])([CH3:19])[CH2:14]2)=[CH:10][C:9]=1[O:2][C:1]([C:24]1[CH:31]=[CH:30][C:27]([C:28]#[N:29])=[CH:26][CH:25]=1)=[O:4]. (8) Given the reactants C(O[CH:4](OCC)[CH2:5][C:6]1[N:7]([CH3:16])[CH:8]=[CH:9][C:10]=1[C:11]([O:13][CH2:14][CH3:15])=[O:12])C.S(=O)(=O)(O)O.[NH:25]1[CH2:30][CH2:29][O:28][CH2:27][CH2:26]1.ClC(Cl)C.O1CCOCC1.C(O[BH-](OC(=O)C)OC(=O)C)(=O)C.[Na+], predict the reaction product. The product is: [CH3:16][N:7]1[CH:8]=[CH:9][C:10]([C:11]([O:13][CH2:14][CH3:15])=[O:12])=[C:6]1[CH2:5][CH2:4][N:25]1[CH2:30][CH2:29][O:28][CH2:27][CH2:26]1.